Dataset: Reaction yield outcomes from USPTO patents with 853,638 reactions. Task: Predict the reaction yield, written as a fraction of the theoretical maximum amount of product (1.0 means a 100% yield; for example, 0.34 means a 34% yield). (1) The reactants are [Br:1][C:2]1[CH:7]=[CH:6][C:5]([CH:8]([C:14]([O:16][CH2:17][CH3:18])=[O:15])[C:9]([O:11][CH2:12][CH3:13])=[O:10])=[CH:4][CH:3]=1.[H-].[Na+].I[CH3:22]. The catalyst is C1COCC1. The product is [Br:1][C:2]1[CH:7]=[CH:6][C:5]([C:8]([CH3:22])([C:9]([O:11][CH2:12][CH3:13])=[O:10])[C:14]([O:16][CH2:17][CH3:18])=[O:15])=[CH:4][CH:3]=1. The yield is 0.550. (2) The product is [CH2:3]([S:4][C:7]1[CH:8]=[C:9]([CH3:16])[CH:10]=[CH:11][C:12]=1[N+:13]([O-:15])=[O:14])[CH:2]([CH3:5])[CH3:1].[CH2:17]([S:21][C:22]1[CH:28]=[C:27]([CH3:29])[CH:26]=[CH:25][C:23]=1[NH:24][C:34]([NH:35][C:31]1[S:4][CH:3]=[CH:2][N:30]=1)=[O:14])[CH:18]([CH3:20])[CH3:19]. The yield is 0.670. The reactants are [CH3:1][CH:2]([CH3:5])[CH2:3][SH:4].F[C:7]1[CH:8]=[C:9]([CH3:16])[CH:10]=[CH:11][C:12]=1[N+:13]([O-:15])=[O:14].[CH2:17]([S:21][C:22]1[CH:28]=[C:27]([CH3:29])[CH:26]=[CH:25][C:23]=1[NH2:24])[CH:18]([CH3:20])[CH3:19].[NH2:30][C:31]1SC=[CH:34][N:35]=1. No catalyst specified. (3) The reactants are [CH3:1][O:2][C:3]1[CH:4]=[C:5]2[C:9](=[CH:10][C:11]=1[O:12][CH3:13])[CH2:8][N:7]([C:14]1[C:15]([CH3:34])=[C:16]([CH3:33])[C:17]3[O:21][C:20]([CH3:23])([CH3:22])[CH:19]([C:24]4[CH:29]=[CH:28][C:27]([CH3:30])=[CH:26][CH:25]=4)[C:18]=3[C:31]=1[CH3:32])[CH2:6]2.[ClH:35]. The catalyst is C(OCC)(=O)C. The product is [ClH:35].[CH3:1][O:2][C:3]1[CH:4]=[C:5]2[C:9](=[CH:10][C:11]=1[O:12][CH3:13])[CH2:8][N:7]([C:14]1[C:15]([CH3:34])=[C:16]([CH3:33])[C:17]3[O:21][C:20]([CH3:23])([CH3:22])[CH:19]([C:24]4[CH:25]=[CH:26][C:27]([CH3:30])=[CH:28][CH:29]=4)[C:18]=3[C:31]=1[CH3:32])[CH2:6]2. The yield is 0.870. (4) The reactants are Br/[CH:2]=[CH:3]/[CH2:4][CH:5]([OH:8])[CH2:6][OH:7].[C:9]([O:13][C:14]([NH:16][C:17]([CH3:35])([CH3:34])[C@H:18]([NH:23][C:24](=[O:33])[C:25]1[CH:30]=[CH:29][C:28]([C:31]#[CH:32])=[CH:27][CH:26]=1)[C:19]([O:21][CH3:22])=[O:20])=[O:15])([CH3:12])([CH3:11])[CH3:10]. The catalyst is C1COCC1.[Cu]I.Cl[Pd](Cl)([P](C1C=CC=CC=1)(C1C=CC=CC=1)C1C=CC=CC=1)[P](C1C=CC=CC=1)(C1C=CC=CC=1)C1C=CC=CC=1. The product is [CH3:22][O:21][C:19](=[O:20])[C@@H:18]([NH:23][C:24](=[O:33])[C:25]1[CH:30]=[CH:29][C:28]([C:31]#[C:32]/[CH:2]=[CH:3]/[CH2:4][CH:5]([OH:8])[CH2:6][OH:7])=[CH:27][CH:26]=1)[C:17]([NH:16][C:14]([O:13][C:9]([CH3:12])([CH3:11])[CH3:10])=[O:15])([CH3:34])[CH3:35]. The yield is 0.0400. (5) The reactants are [OH:1][C:2]1[CH:3]=[C:4]([N:8]2[CH2:12][CH2:11][C@H:10]3[CH2:13][N:14](C(OC(C)(C)C)=O)[CH2:15][C@@H:9]23)[CH:5]=[N:6][CH:7]=1.FC(F)(F)C(O)=O. No catalyst specified. The product is [OH:1][C:2]1[CH:3]=[C:4]([N:8]2[CH2:12][CH2:11][C@H:10]3[CH2:13][NH:14][CH2:15][C@@H:9]23)[CH:5]=[N:6][CH:7]=1. The yield is 0.380. (6) The reactants are [Cl:1][C:2]1[CH:3]=[C:4]([NH:9][NH:10][C:11](=[O:13])[CH3:12])[CH:5]=[CH:6][C:7]=1[Cl:8].[C:14](OCC)(=O)[CH2:15]C(C)=O.P(Cl)(Cl)Cl. The yield is 0.410. The product is [Cl:1][C:2]1[CH:3]=[C:4]([N:9]2[C:14]([CH3:15])=[CH:12][C:11]([OH:13])=[N:10]2)[CH:5]=[CH:6][C:7]=1[Cl:8]. No catalyst specified. (7) The reactants are Br[C:2]1[CH:7]=[CH:6][C:5]([CH2:8][CH2:9][S:10]([NH:13][C:14]2[CH:19]=[CH:18][C:17]([CH2:20][OH:21])=[CH:16][C:15]=2[S:22]([NH2:25])(=[O:24])=[O:23])(=[O:12])=[O:11])=[CH:4][CH:3]=1.[C:26]([CH:28]1[CH2:32][CH2:31][CH2:30][CH2:29]1)#[CH:27]. No catalyst specified. The product is [CH:28]1([C:26]#[C:27][C:2]2[CH:7]=[CH:6][C:5]([CH2:8][CH2:9][S:10]([NH:13][C:14]3[CH:19]=[CH:18][C:17]([CH2:20][OH:21])=[CH:16][C:15]=3[S:22]([NH2:25])(=[O:24])=[O:23])(=[O:12])=[O:11])=[CH:4][CH:3]=2)[CH2:32][CH2:31][CH2:30][CH2:29]1. The yield is 0.110. (8) The reactants are [CH:1]1([C:4]2[O:5][CH:6]=[C:7]([C:9]([O:11][CH3:12])=[O:10])[N:8]=2)[CH2:3][CH2:2]1.C1C(=O)N([Br:20])C(=O)C1.C(Cl)(Cl)(Cl)Cl. The catalyst is CCOC(C)=O. The product is [Br:20][C:6]1[O:5][C:4]([CH:1]2[CH2:2][CH2:3]2)=[N:8][C:7]=1[C:9]([O:11][CH3:12])=[O:10]. The yield is 0.580. (9) The reactants are [CH:1]1([C:4]2[CH:5]=[CH:6][C:7]([C:15]([OH:17])=O)=[N:8][C:9]=2[O:10][CH2:11][CH:12]2[CH2:14][CH2:13]2)[CH2:3][CH2:2]1.Cl.[NH2:19][C:20]1([CH2:36][C:37]([NH2:39])=[O:38])[CH2:25][CH2:24][N:23]([C:26]([O:28][CH2:29][C:30]2[CH:35]=[CH:34][CH:33]=[CH:32][CH:31]=2)=[O:27])[CH2:22][CH2:21]1.F[B-](F)(F)F.BrC1C=CC=C[N+]=1CC.CCN(C(C)C)C(C)C.Cl. The catalyst is C1COCC1. The product is [NH2:39][C:37](=[O:38])[CH2:36][C:20]1([NH:19][C:15]([C:7]2[CH:6]=[CH:5][C:4]([CH:1]3[CH2:2][CH2:3]3)=[C:9]([O:10][CH2:11][CH:12]3[CH2:13][CH2:14]3)[N:8]=2)=[O:17])[CH2:21][CH2:22][N:23]([C:26]([O:28][CH2:29][C:30]2[CH:35]=[CH:34][CH:33]=[CH:32][CH:31]=2)=[O:27])[CH2:24][CH2:25]1. The yield is 0.280.